Dataset: Catalyst prediction with 721,799 reactions and 888 catalyst types from USPTO. Task: Predict which catalyst facilitates the given reaction. (1) Reactant: [F:1][C:2]1[CH:3]=[C:4]([CH:53]=[C:54]([F:56])[CH:55]=1)[CH2:5][C@H:6]([NH:24][C:25]([C:27]1[C:28]2[CH2:29][CH2:30][N:31]([CH:46]([CH2:50][CH2:51][CH3:52])[CH2:47][CH2:48][CH3:49])[C:32](=[O:45])[C:33]=2[CH:34]=[C:35]([C:37]2[CH:42]=[CH:41][CH:40]=[C:39]([C:43]#[N:44])[CH:38]=2)[CH:36]=1)=[O:26])[C@H:7]([OH:23])[CH2:8][NH:9][C:10]1([C:13]2[CH:18]=[CH:17][CH:16]=[C:15]([C:19]([F:22])([F:21])[F:20])[CH:14]=2)[CH2:12][CH2:11]1.[ClH:57]. Product: [ClH:57].[F:1][C:2]1[CH:3]=[C:4]([CH:53]=[C:54]([F:56])[CH:55]=1)[CH2:5][C@H:6]([NH:24][C:25]([C:27]1[C:28]2[CH2:29][CH2:30][N:31]([CH:46]([CH2:47][CH2:48][CH3:49])[CH2:50][CH2:51][CH3:52])[C:32](=[O:45])[C:33]=2[CH:34]=[C:35]([C:37]2[CH:42]=[CH:41][CH:40]=[C:39]([C:43]#[N:44])[CH:38]=2)[CH:36]=1)=[O:26])[C@H:7]([OH:23])[CH2:8][NH:9][C:10]1([C:13]2[CH:18]=[CH:17][CH:16]=[C:15]([C:19]([F:22])([F:21])[F:20])[CH:14]=2)[CH2:12][CH2:11]1. The catalyst class is: 27. (2) Reactant: [OH:1][C:2]1[CH:3]=[C:4]([S:8][C:9]([CH3:15])([CH3:14])[C:10]([O:12][CH3:13])=[O:11])[CH:5]=[CH:6][CH:7]=1.CC(OC(/N=N/C(O[CH:27]([CH3:29])[CH3:28])=O)=O)C.[Cl:30][C:31]1[CH2:36][C:35]([Cl:40])(OCC)C=[CH:33][C:32]=1O.C1(P(C2C=CC=CC=2)C2C=CC=CC=2)C=CC=CC=1. Product: [Cl:40][C:35]1[CH:36]=[C:31]([Cl:30])[CH:32]=[CH:33][C:29]=1[CH2:27][CH2:28][O:1][C:2]1[CH:3]=[C:4]([S:8][C:9]([CH3:15])([CH3:14])[C:10]([O:12][CH3:13])=[O:11])[CH:5]=[CH:6][CH:7]=1. The catalyst class is: 1.